Task: Regression. Given two drug SMILES strings and cell line genomic features, predict the synergy score measuring deviation from expected non-interaction effect.. Dataset: NCI-60 drug combinations with 297,098 pairs across 59 cell lines (1) Drug 1: CC1=C(C=C(C=C1)NC2=NC=CC(=N2)N(C)C3=CC4=NN(C(=C4C=C3)C)C)S(=O)(=O)N.Cl. Drug 2: CN(C(=O)NC(C=O)C(C(C(CO)O)O)O)N=O. Cell line: ACHN. Synergy scores: CSS=7.52, Synergy_ZIP=-3.24, Synergy_Bliss=-1.71, Synergy_Loewe=-15.4, Synergy_HSA=-1.24. (2) Drug 1: C1CCN(CC1)CCOC2=CC=C(C=C2)C(=O)C3=C(SC4=C3C=CC(=C4)O)C5=CC=C(C=C5)O. Drug 2: CC1=CC2C(CCC3(C2CCC3(C(=O)C)OC(=O)C)C)C4(C1=CC(=O)CC4)C. Cell line: CAKI-1. Synergy scores: CSS=-4.92, Synergy_ZIP=0.360, Synergy_Bliss=-6.72, Synergy_Loewe=-14.3, Synergy_HSA=-10.8. (3) Drug 1: CC12CCC(CC1=CCC3C2CCC4(C3CC=C4C5=CN=CC=C5)C)O. Drug 2: C1C(C(OC1N2C=NC3=C(N=C(N=C32)Cl)N)CO)O. Cell line: RXF 393. Synergy scores: CSS=14.4, Synergy_ZIP=-3.85, Synergy_Bliss=-1.59, Synergy_Loewe=-0.797, Synergy_HSA=-0.123. (4) Drug 1: COC1=CC(=CC(=C1O)OC)C2C3C(COC3=O)C(C4=CC5=C(C=C24)OCO5)OC6C(C(C7C(O6)COC(O7)C8=CC=CS8)O)O. Drug 2: CCCCC(=O)OCC(=O)C1(CC(C2=C(C1)C(=C3C(=C2O)C(=O)C4=C(C3=O)C=CC=C4OC)O)OC5CC(C(C(O5)C)O)NC(=O)C(F)(F)F)O. Cell line: HL-60(TB). Synergy scores: CSS=51.0, Synergy_ZIP=-1.02, Synergy_Bliss=-1.66, Synergy_Loewe=-12.3, Synergy_HSA=-0.100. (5) Drug 1: CCCCC(=O)OCC(=O)C1(CC(C2=C(C1)C(=C3C(=C2O)C(=O)C4=C(C3=O)C=CC=C4OC)O)OC5CC(C(C(O5)C)O)NC(=O)C(F)(F)F)O. Drug 2: CC1CCCC2(C(O2)CC(NC(=O)CC(C(C(=O)C(C1O)C)(C)C)O)C(=CC3=CSC(=N3)C)C)C. Cell line: SF-295. Synergy scores: CSS=70.4, Synergy_ZIP=2.51, Synergy_Bliss=1.15, Synergy_Loewe=-0.546, Synergy_HSA=3.33.